This data is from Full USPTO retrosynthesis dataset with 1.9M reactions from patents (1976-2016). The task is: Predict the reactants needed to synthesize the given product. (1) The reactants are: [CH2:1]([N:3]1[CH2:8][CH2:7][NH:6][C:5](=[O:9])[C:4]1=[O:10])[CH3:2].[H-].[Na+].Br[CH2:14][C:15]([O:17][CH2:18][CH3:19])=[O:16].ClCCl. Given the product [CH2:18]([O:17][C:15](=[O:16])[CH2:14][N:6]1[CH2:7][CH2:8][N:3]([CH2:1][CH3:2])[C:4](=[O:10])[C:5]1=[O:9])[CH3:19], predict the reactants needed to synthesize it. (2) Given the product [C:19]([O:23][C:24]([N:26]1[CH2:31][CH2:30][N:29]([C:32]2[CH:33]=[N:34][C:35]([NH:38][C:39]3[N:40]=[CH:41][C:42]4[CH:48]=[C:47]([C:6](=[O:8])[CH3:7])[C:46](=[O:50])[N:45]([CH:51]5[CH2:55][CH2:54][CH2:53][CH2:52]5)[C:43]=4[N:44]=3)=[CH:36][CH:37]=2)[CH2:28][CH2:27]1)=[O:25])([CH3:22])([CH3:21])[CH3:20], predict the reactants needed to synthesize it. The reactants are: C([Sn](CCCC)(CCCC)[C:6]([O:8]CC)=[CH2:7])CCC.[C:19]([O:23][C:24]([N:26]1[CH2:31][CH2:30][N:29]([C:32]2[CH:33]=[N:34][C:35]([NH:38][C:39]3[N:40]=[CH:41][C:42]4[CH:48]=[C:47](Br)[C:46](=[O:50])[N:45]([CH:51]5[CH2:55][CH2:54][CH2:53][CH2:52]5)[C:43]=4[N:44]=3)=[CH:36][CH:37]=2)[CH2:28][CH2:27]1)=[O:25])([CH3:22])([CH3:21])[CH3:20]. (3) Given the product [CH:14]12[NH:13][CH:18]([CH2:19][CH2:20]1)[CH2:17][CH:16]([NH:21][S:22]([C:25]1[CH:34]=[CH:33][C:32]3[NH:31][C:30](=[O:35])[C:29]4[NH:36][CH:37]=[CH:38][C:28]=4[C:27]=3[CH:26]=1)(=[O:23])=[O:24])[CH2:15]2.[CH2:1]([C:3]([O-:5])=[O:4])[CH3:2], predict the reactants needed to synthesize it. The reactants are: [CH2:1]([C:3]([OH:5])=[O:4])[CH3:2].C([N:13]1[CH:18]2[CH2:19][CH2:20][CH:14]1[CH2:15][CH:16]([NH:21][S:22]([C:25]1[CH:34]=[CH:33][C:32]3[NH:31][C:30](=[O:35])[C:29]4[NH:36][CH:37]=[CH:38][C:28]=4[C:27]=3[CH:26]=1)(=[O:24])=[O:23])[CH2:17]2)C1C=CC=CC=1. (4) The reactants are: O=P(Cl)(Cl)[Cl:3].[C:6]([N:9]1[C:17]2[C:12](=[CH:13][CH:14]=[C:15]([S:18]([OH:21])(=O)=[O:19])[CH:16]=2)[CH2:11][CH2:10]1)(=[O:8])[CH3:7]. Given the product [C:6]([N:9]1[C:17]2[C:12](=[CH:13][CH:14]=[C:15]([S:18]([Cl:3])(=[O:21])=[O:19])[CH:16]=2)[CH2:11][CH2:10]1)(=[O:8])[CH3:7], predict the reactants needed to synthesize it. (5) Given the product [Br:1][CH2:2][C:3]([NH:6][CH:7]([P:8](=[O:15])([O:9][CH2:10][CH3:11])[O:12][CH2:13][CH3:14])[P:16](=[O:23])([O:20][CH2:21][CH3:22])[O:17][CH2:18][CH3:19])=[O:4], predict the reactants needed to synthesize it. The reactants are: [Br:1][CH2:2][C:3](Br)=[O:4].[NH2:6][CH:7]([P:16](=[O:23])([O:20][CH2:21][CH3:22])[O:17][CH2:18][CH3:19])[P:8](=[O:15])([O:12][CH2:13][CH3:14])[O:9][CH2:10][CH3:11].N1C=CC=CC=1. (6) Given the product [CH3:2][O:3][C:4]1[CH:5]=[C:6]([C:12]2[C:13]([CH3:25])([CH3:24])[C:14](=[O:23])[N:15]([CH:17]3[CH2:22][CH2:21][N:20]([C:36]([C:29]4[C:30]5[C:35](=[CH:34][CH:33]=[CH:32][CH:31]=5)[N:26]=[CH:27][CH:28]=4)=[O:37])[CH2:19][CH2:18]3)[N:16]=2)[CH:7]=[CH:8][C:9]=1[O:10][CH3:11], predict the reactants needed to synthesize it. The reactants are: Cl.[CH3:2][O:3][C:4]1[CH:5]=[C:6]([C:12]2[C:13]([CH3:25])([CH3:24])[C:14](=[O:23])[N:15]([CH:17]3[CH2:22][CH2:21][NH:20][CH2:19][CH2:18]3)[N:16]=2)[CH:7]=[CH:8][C:9]=1[O:10][CH3:11].[N:26]1[C:35]2[C:30](=[CH:31][CH:32]=[CH:33][CH:34]=2)[C:29]([C:36](O)=[O:37])=[CH:28][CH:27]=1. (7) Given the product [C:15]1([N:13]2[C:12](=[O:21])[C:6]3=[CH:7][NH:8][C:9]4[CH:10]=[CH:11][C:2]([N:1]5[CH2:28][CH2:27][NH:26][CH2:25][CH2:24]5)=[CH:3][C:4]=4[C:5]3=[N:14]2)[CH:20]=[CH:19][CH:18]=[CH:17][CH:16]=1, predict the reactants needed to synthesize it. The reactants are: [NH2:1][C:2]1[CH:11]=[CH:10][C:9]2[NH:8][CH:7]=[C:6]3[C:12](=[O:21])[N:13]([C:15]4[CH:20]=[CH:19][CH:18]=[CH:17][CH:16]=4)[N:14]=[C:5]3[C:4]=2[CH:3]=1.Cl.Cl[CH2:24][CH2:25][NH:26][CH2:27][CH2:28]Cl. (8) The reactants are: [NH2:1][C:2]1[C:11]2[C:6](=[CH:7][CH:8]=[CH:9][CH:10]=2)[N:5]=[C:4]([CH3:12])[CH:3]=1.[Cl:13][CH2:14][CH2:15][CH2:16][N:17]=[C:18]=[O:19]. Given the product [Cl:13][CH2:14][CH2:15][CH2:16][NH:17][C:18]([NH:1][C:2]1[C:11]2[C:6](=[CH:7][CH:8]=[CH:9][CH:10]=2)[N:5]=[C:4]([CH3:12])[CH:3]=1)=[O:19], predict the reactants needed to synthesize it. (9) The reactants are: Br[C:2]1[CH:9]=[CH:8][C:5]([CH:6]=[O:7])=[CH:4][N:3]=1.[C:10]([Cu])#[N:11]. Given the product [CH:6]([C:5]1[CH:8]=[CH:9][C:2]([C:10]#[N:11])=[N:3][CH:4]=1)=[O:7], predict the reactants needed to synthesize it. (10) Given the product [CH:1]([N:4]1[CH2:9][CH2:8][CH:7]([O:10][C:11]2[CH:19]=[CH:18][C:17]3[N:16]4[CH2:20][CH2:21][N:22]([CH2:28][C:29]([N:31]([CH3:33])[CH3:32])=[O:30])[C:23](=[O:24])[C:15]4=[CH:14][C:13]=3[CH:12]=2)[CH2:6][CH2:5]1)([CH3:3])[CH3:2], predict the reactants needed to synthesize it. The reactants are: [CH:1]([N:4]1[CH2:9][CH2:8][CH:7]([O:10][C:11]2[CH:19]=[CH:18][C:17]3[N:16]4[CH2:20][CH2:21][NH:22][C:23](=[O:24])[C:15]4=[CH:14][C:13]=3[CH:12]=2)[CH2:6][CH2:5]1)([CH3:3])[CH3:2].[H-].[Na+].Cl[CH2:28][C:29]([N:31]([CH3:33])[CH3:32])=[O:30].